Dataset: Forward reaction prediction with 1.9M reactions from USPTO patents (1976-2016). Task: Predict the product of the given reaction. (1) The product is: [CH2:17]([C:19]1([CH2:23][O:24][C:2]2[CH:7]=[CH:6][C:5]([N+:8]([O-:10])=[O:9])=[CH:4][CH:3]=2)[CH2:22][O:21][CH2:20]1)[CH3:18]. Given the reactants F[C:2]1[CH:7]=[CH:6][C:5]([N+:8]([O-:10])=[O:9])=[CH:4][CH:3]=1.C(=O)([O-])[O-].[Cs+].[Cs+].[CH2:17]([C:19]1([CH2:23][OH:24])[CH2:22][O:21][CH2:20]1)[CH3:18].O, predict the reaction product. (2) Given the reactants Br[C:2]1[CH:11]=[CH:10][CH:9]=[C:8]2[C:3]=1[CH2:4][CH2:5][N:6]([S:12]([NH:15][C:16]1[S:17][CH:18]=[N:19][N:20]=1)(=[O:14])=[O:13])[CH2:7]2.P([O-])([O-])([O-])=O.[K+].[K+].[K+].[F:29][C:30]1[CH:31]=[C:32](B(O)O)[CH:33]=[CH:34][C:35]=1[F:36].Cl.O1[CH2:46][CH2:45][O:44][CH2:43]C1, predict the reaction product. The product is: [F:29][C:30]1[CH:31]=[C:32]([C:2]2[CH:3]=[CH:4][C:46]([C:2]3[CH:11]=[CH:10][CH:9]=[C:8]4[C:3]=3[CH2:4][CH2:5][N:6]([S:12]([NH:15][C:16]3[S:17][CH:18]=[N:19][N:20]=3)(=[O:14])=[O:13])[CH2:7]4)=[C:45]([O:44][CH3:43])[CH:11]=2)[CH:33]=[CH:34][C:35]=1[F:36]. (3) Given the reactants COC1C=C(OC)C=CC=1C[N:6]([C:30]1[CH:35]=[CH:34][N:33]=[CH:32][N:31]=1)[S:7]([C:10]1[CH:15]=[CH:14][C:13]([O:16][C@H:17]2[CH2:21][CH2:20][CH2:19][C@@H:18]2[C:22]2[N:26]([CH3:27])[N:25]=[CH:24][CH:23]=2)=[C:12]([CH3:28])[C:11]=1[F:29])(=[O:9])=[O:8].C([SiH](CC)CC)C.FC(F)(F)C(O)=O, predict the reaction product. The product is: [F:29][C:11]1[C:12]([CH3:28])=[C:13]([O:16][C@H:17]2[CH2:21][CH2:20][CH2:19][C@@H:18]2[C:22]2[N:26]([CH3:27])[N:25]=[CH:24][CH:23]=2)[CH:14]=[CH:15][C:10]=1[S:7]([NH:6][C:30]1[CH:35]=[CH:34][N:33]=[CH:32][N:31]=1)(=[O:8])=[O:9]. (4) Given the reactants Br[C:2]1[CH:7]=[CH:6][C:5]([CH3:8])=[CH:4][CH:3]=1.[Cu]([C:12]#[N:13])C#N, predict the reaction product. The product is: [CH3:8][C:5]1[CH:6]=[CH:7][C:2]([C:12]#[N:13])=[CH:3][CH:4]=1.